From a dataset of Reaction yield outcomes from USPTO patents with 853,638 reactions. Predict the reaction yield, written as a fraction of the theoretical maximum amount of product (1.0 means a 100% yield; for example, 0.34 means a 34% yield). (1) The product is [NH:1]1[C:5]2[CH:6]=[CH:7][CH:8]=[CH:9][C:4]=2[N:3]=[C:2]1[C:10]([N:12]1[CH2:13][CH:14]([C:16]2[C:17]([N:22]3[CH2:27][CH2:26][C:25]([OH:28])([CH3:29])[CH2:24][CH2:23]3)=[N:18][CH:19]=[CH:20][N:21]=2)[CH2:15]1)=[O:11]. The catalyst is C1COCC1. The reactants are [NH:1]1[C:5]2[CH:6]=[CH:7][CH:8]=[CH:9][C:4]=2[N:3]=[C:2]1[C:10]([N:12]1[CH2:15][CH:14]([C:16]2[C:17]([N:22]3[CH2:27][CH2:26][C:25](=[O:28])[CH2:24][CH2:23]3)=[N:18][CH:19]=[CH:20][N:21]=2)[CH2:13]1)=[O:11].[CH3:29][Mg+].[Br-]. The yield is 0.700. (2) The reactants are [Br:1][C:2]1[CH:16]=[CH:15][C:5]2[C:6]3[N:7]([CH:11]=[C:12](I)[N:13]=3)[CH2:8][CH2:9][O:10][C:4]=2[CH:3]=1.[F:17][C:18]([F:26])([F:25])[CH2:19][N:20]1[CH:24]=[N:23][CH:22]=[N:21]1. No catalyst specified. The product is [Br:1][C:2]1[CH:16]=[CH:15][C:5]2[C:6]3[N:7]([CH:11]=[C:12]([C:24]4[N:20]([CH2:19][C:18]([F:26])([F:25])[F:17])[N:21]=[CH:22][N:23]=4)[N:13]=3)[CH2:8][CH2:9][O:10][C:4]=2[CH:3]=1. The yield is 0.100. (3) The reactants are [Si:1]([O:8][C:9]1[CH:14]=[CH:13][CH:12]=[C:11]([NH2:15])[C:10]=1[NH2:16])([C:4]([CH3:7])([CH3:6])[CH3:5])([CH3:3])[CH3:2].[C:17](OC(OCC)OCC)(=O)C. No catalyst specified. The product is [Si:1]([O:8][C:9]1[C:10]2[NH:16][CH:17]=[N:15][C:11]=2[CH:12]=[CH:13][CH:14]=1)([C:4]([CH3:7])([CH3:6])[CH3:5])([CH3:3])[CH3:2]. The yield is 0.430. (4) The reactants are [N:1]1([C:6]([N:8]2[CH:12]=[CH:11]N=[CH:9]2)=[O:7])[CH:5]=[CH:4][N:3]=[CH:2]1.NC1[C:22]2C(=[N:18][CH:19]=[C:20]([Cl:37])[C:21]=2[N:23]2[CH2:28][CH2:27][CH2:26][C@@H:25]([NH:29][C:30](=[O:36])[O:31][C:32]([CH3:35])([CH3:34])[CH3:33])[CH2:24]2)NC=1.[CH2:38]1COCC1. The catalyst is CCOC(C)=O. The product is [Cl:37][C:20]1[C:21]([N:23]2[CH2:28][CH2:27][CH2:26][C@@H:25]([NH:29][C:30](=[O:36])[O:31][C:32]([CH3:35])([CH3:34])[CH3:33])[CH2:24]2)=[C:22]2[C:5]([NH:1][C:6]([N:8]3[CH2:9][CH2:38][CH2:11][CH2:12]3)=[O:7])=[CH:4][NH:3][C:2]2=[N:18][CH:19]=1. The yield is 0.740. (5) The reactants are [CH:1]([S:4][C:5]1[CH:13]=[CH:12][C:11]([S:14]([CH3:17])(=[O:16])=[O:15])=[CH:10][C:6]=1[C:7]([OH:9])=O)([CH3:3])[CH3:2].[F:18][C:19]1[CH:20]=[C:21]([C:31](=[O:33])[CH3:32])[CH:22]=[CH:23][C:24]=1[N:25]1[CH2:30][CH2:29][NH:28][CH2:27][CH2:26]1. No catalyst specified. The product is [F:18][C:19]1[CH:20]=[C:21]([C:31](=[O:33])[CH3:32])[CH:22]=[CH:23][C:24]=1[N:25]1[CH2:30][CH2:29][N:28]([C:7](=[O:9])[C:6]2[CH:10]=[C:11]([S:14]([CH3:17])(=[O:16])=[O:15])[CH:12]=[CH:13][C:5]=2[S:4][CH:1]([CH3:2])[CH3:3])[CH2:27][CH2:26]1. The yield is 0.130. (6) The reactants are [N:1]1([C:6]([O:8][CH2:9][C:10]2[CH:15]=[CH:14][CH:13]=[CH:12][CH:11]=2)=[O:7])[CH2:5][CH:4]=[CH:3][CH2:2]1.C1C=C(Cl)C=C(C(OO)=[O:24])C=1.C([O-])([O-])=O.[Na+].[Na+]. The catalyst is ClCCl. The product is [CH:3]12[O:24][CH:4]1[CH2:5][N:1]([C:6]([O:8][CH2:9][C:10]1[CH:15]=[CH:14][CH:13]=[CH:12][CH:11]=1)=[O:7])[CH2:2]2. The yield is 0.830. (7) The reactants are [C:1]([CH2:3][C:4]1[CH:5]=[C:6]([CH:11]=[CH:12][CH:13]=1)[C:7]([O:9][CH3:10])=[O:8])#[N:2].[H-].[Na+].Br[CH2:17][CH2:18][CH2:19][CH2:20][CH2:21]Br. The catalyst is CS(C)=O. The product is [C:1]([C:3]1([C:4]2[CH:5]=[C:6]([CH:11]=[CH:12][CH:13]=2)[C:7]([O:9][CH3:10])=[O:8])[CH2:21][CH2:20][CH2:19][CH2:18][CH2:17]1)#[N:2]. The yield is 0.680. (8) The reactants are [CH3:1][N:2]([CH3:34])[C:3]([C:5]1[CH:6]=[C:7]([CH:12]2[CH:21]([C:22]3[N:23]([CH3:27])[CH:24]=[CH:25][N:26]=3)[C:20](=O)[C:19]3[C:18]([C:29]([O:31]CC)=O)=[CH:17][CH:16]=[CH:15][C:14]=3[NH:13]2)[CH:8]=[CH:9][C:10]=1[F:11])=[O:4].O.[NH2:36][NH2:37]. The catalyst is CO. The product is [F:11][C:10]1[CH:9]=[CH:8][C:7]([CH:12]2[NH:13][C:14]3[C:19]4[C:20](=[N:36][NH:37][C:29](=[O:31])[C:18]=4[CH:17]=[CH:16][CH:15]=3)[CH:21]2[C:22]2[N:23]([CH3:27])[CH:24]=[CH:25][N:26]=2)=[CH:6][C:5]=1[C:3]([N:2]([CH3:1])[CH3:34])=[O:4]. The yield is 0.300. (9) The product is [F:1][C:2]([F:7])([F:6])[C:3]([OH:5])=[O:4].[CH2:42]([N:44]([CH2:45][CH3:46])[CH2:37][CH2:36][NH:35][CH2:34][CH2:33][N:31]1[CH:32]=[C:28]([C:25]2[CH:26]=[C:27]3[C:22](=[C:23]([C:39]([NH2:41])=[O:40])[CH:24]=2)[NH:21][CH:20]=[C:19]3[CH:16]2[CH2:17][CH2:18][N:13]([S:10]([CH2:8][CH3:9])(=[O:12])=[O:11])[CH2:14][CH2:15]2)[CH:29]=[N:30]1)[CH3:43]. The reactants are [F:1][C:2]([F:7])([F:6])[C:3]([OH:5])=[O:4].[CH2:8]([S:10]([N:13]1[CH2:18][CH2:17][CH:16]([C:19]2[C:27]3[C:22](=[C:23]([C:39]([NH2:41])=[O:40])[CH:24]=[C:25]([C:28]4[CH:29]=[N:30][N:31]([CH2:33][CH2:34][NH:35][CH2:36][CH2:37]O)[CH:32]=4)[CH:26]=3)[NH:21][CH:20]=2)[CH2:15][CH2:14]1)(=[O:12])=[O:11])[CH3:9].[CH2:42]([N:44](CC)[CH2:45][CH2:46]N)[CH3:43].NCCO. The yield is 0.420. No catalyst specified. (10) The reactants are [N+:1]([C:4]1[CH:8]=[C:7]([CH2:9][OH:10])[NH:6][N:5]=1)([O-:3])=[O:2].C([O-])([O-])=O.[Cs+].[Cs+].[CH3:17][CH:18]1[CH2:20][O:19]1. The catalyst is ClCCl. The product is [OH:10][CH2:9][C:7]1[N:6]([CH2:17][CH:18]([OH:19])[CH3:20])[N:5]=[C:4]([N+:1]([O-:3])=[O:2])[CH:8]=1. The yield is 0.500.